Dataset: HIV replication inhibition screening data with 41,000+ compounds from the AIDS Antiviral Screen. Task: Binary Classification. Given a drug SMILES string, predict its activity (active/inactive) in a high-throughput screening assay against a specified biological target. (1) The compound is COc1ccccc1NC(=O)C1=C(C)NC(C)=C(C(=O)Nc2ccccc2OC)C1c1ccc(N(C)C)cc1. The result is 0 (inactive). (2) The molecule is ClC(=C(c1ccc(OC2CCCCO2)cc1)c1ccc(OC2CCCCO2)cc1)c1ccccc1. The result is 0 (inactive). (3) The result is 0 (inactive). The compound is O=C1COC(c2ccccc2O)=NN1CCCl. (4) The drug is COC1C=COC2(C)Oc3c(C)c(O)c4c(O)c(c(C=Nc5ccc6ccccc6c5)c(O)c4c3C2=O)NC(=O)C(C)=CC=CC(C)C(O)C(C)C(O)C(C)C(OC(C)=O)C1C. The result is 0 (inactive). (5) The compound is C(=NNC1=NCCN1)c1ccc(-c2cn3cc(C=NNC4=NCCN4)ccc3n2)cc1. The result is 0 (inactive). (6) The molecule is COc1cc(N=Nc2ccccc2C(=O)O)cc(C=NNC(=O)c2cccnc2)c1O. The result is 0 (inactive). (7) The drug is COCn1c2ccc(OC(C)=O)cc2c2c(=O)oc(N(C)C)nc21. The result is 0 (inactive). (8) The drug is Cc1ccc(C)n1N1CCOCC1. The result is 0 (inactive).